This data is from Reaction yield outcomes from USPTO patents with 853,638 reactions. The task is: Predict the reaction yield, written as a fraction of the theoretical maximum amount of product (1.0 means a 100% yield; for example, 0.34 means a 34% yield). (1) The reactants are [CH:1]([C:3]1[O:7][C:6]([C:8]([O:10][CH3:11])=[O:9])=[CH:5][CH:4]=1)=[CH2:2]. The catalyst is CO. The product is [CH2:1]([C:3]1[O:7][C:6]([C:8]([O:10][CH3:11])=[O:9])=[CH:5][CH:4]=1)[CH3:2]. The yield is 0.840. (2) The reactants are Br[C:2]1[CH:3]=[C:4]2[C:8](=[C:9]([C:11]([NH2:13])=[O:12])[CH:10]=1)[NH:7][CH:6]=[C:5]2[CH:14]1[CH2:19][CH2:18][N:17]([S:20]([CH2:23][CH3:24])(=[O:22])=[O:21])[CH2:16][CH2:15]1.O1CCOCC1.C(=O)([O-])[O-].[K+].[K+].[CH3:37][N:38]([CH3:48])[C:39]1[CH:44]=[CH:43][C:42](B(O)O)=[CH:41][CH:40]=1. The catalyst is O. The product is [CH3:37][N:38]([CH3:48])[C:39]1[CH:44]=[CH:43][C:42]([C:2]2[CH:3]=[C:4]3[C:8](=[C:9]([C:11]([NH2:13])=[O:12])[CH:10]=2)[NH:7][CH:6]=[C:5]3[CH:14]2[CH2:15][CH2:16][N:17]([S:20]([CH2:23][CH3:24])(=[O:22])=[O:21])[CH2:18][CH2:19]2)=[CH:41][CH:40]=1. The yield is 0.0620. (3) The product is [Br:7][C:8]1[CH:18]=[CH:17][C:11]([O:12][CH2:13][CH2:14][CH2:15][O:16][CH2:19][C:20]2([CH3:24])[CH2:23][O:22][CH2:21]2)=[CH:10][CH:9]=1. The yield is 0.750. The catalyst is C(OCC)C.CO. The reactants are [OH-].[K+].CS(C)=O.[Br:7][C:8]1[CH:18]=[CH:17][C:11]([O:12][CH2:13][CH2:14][CH2:15][OH:16])=[CH:10][CH:9]=1.[CH3:19][C:20]1([CH2:24]OS(C2C=CC(C)=CC=2)(=O)=O)[CH2:23][O:22][CH2:21]1. (4) The reactants are [Cl:1][C:2]1[C:3]2[CH:10]=[CH:9][NH:8][C:4]=2[N:5]=[CH:6][N:7]=1.[I:11]N1C(=O)CCC1=O. The catalyst is CN(C=O)C. The product is [Cl:1][C:2]1[C:3]2[C:10]([I:11])=[CH:9][NH:8][C:4]=2[N:5]=[CH:6][N:7]=1. The yield is 0.746. (5) The reactants are C[O:2][C:3]([C@@H:5]1[CH2:9][CH2:8][CH2:7][N:6]1[C:10]1[C:19]([N+:20]([O-])=O)=[CH:18][C:13]([C:14]([O:16][CH3:17])=[O:15])=[CH:12][N:11]=1)=O.P(OC1C=CC=CC=1)(OC1C=CC=CC=1)OC1C=CC=CC=1. The catalyst is ClCCl.[NH4+].[O-][V](=O)=O.[Pt]. The product is [O:2]=[C:3]1[NH:20][C:19]2[CH:18]=[C:13]([C:14]([O:16][CH3:17])=[O:15])[CH:12]=[N:11][C:10]=2[N:6]2[CH2:7][CH2:8][CH2:9][C@@H:5]12. The yield is 0.800. (6) The reactants are [CH:1](N(CC)C(C)C)(C)C.[CH3:10][O:11][C:12]1[CH:13]=[C:14]([OH:19])[CH:15]=[C:16]([OH:18])[CH:17]=1.[CH3:20][O:21][CH2:22]Cl.CN(C)[CH:26]=[O:27]. No catalyst specified. The product is [CH3:10][O:11][C:12]1[CH:17]=[C:16]([O:18][CH2:20][O:21][CH3:22])[CH:15]=[C:14]([O:19][CH2:1][O:27][CH3:26])[CH:13]=1. The yield is 0.430. (7) The reactants are Br[C:2]1[CH:18]=[CH:17][C:5]2[S:6][C:7]([C:10]3[CH:15]=[CH:14][N:13]=[C:12]([NH2:16])[N:11]=3)=[C:8]([CH3:9])[C:4]=2[CH:3]=1.[CH3:19][O:20][C:21]1[CH:22]=[C:23]([CH:26]=[CH:27][CH:28]=1)[NH:24][CH3:25].[Cl-].C(C1C=CC=C(C(C)C)C=1[N+]1C=CN(C2C(C(C)C)=CC=CC=2C(C)C)C=1)(C)C.CC(C)([O-])C.[Na+]. The catalyst is C1C=CC(/C=C/C(/C=C/C2C=CC=CC=2)=O)=CC=1.C1C=CC(/C=C/C(/C=C/C2C=CC=CC=2)=O)=CC=1.C1C=CC(/C=C/C(/C=C/C2C=CC=CC=2)=O)=CC=1.[Pd].[Pd]. The product is [CH3:19][O:20][C:21]1[CH:22]=[C:23]([N:24]([CH3:25])[C:2]2[CH:18]=[CH:17][C:5]3[S:6][C:7]([C:10]4[CH:15]=[CH:14][N:13]=[C:12]([NH2:16])[N:11]=4)=[C:8]([CH3:9])[C:4]=3[CH:3]=2)[CH:26]=[CH:27][CH:28]=1. The yield is 0.00600. (8) The reactants are Br[CH2:2][C:3]1[CH:4]=[CH:5][N:6]2[C:11]=1[C:10](Cl)=[N:9][C-:8]=[N:7]2.N#N.[C:15]1([SH:21])[CH:20]=[CH:19][CH:18]=[CH:17][CH:16]=1.C(N(C(C)C)CC)(C)C.[Cl:31][C:32]1[CH:33]=[C:34]([NH2:47])[CH:35]=[CH:36][C:37]=1[O:38][CH2:39][C:40]1[CH:45]=[CH:44][CH:43]=[C:42]([F:46])[CH:41]=1. The catalyst is C(Cl)Cl.C(O)CCC.ClCCCl. The product is [Cl:31][C:32]1[CH:33]=[C:34]([NH:47][C:10]2[C:11]3=[C:3]([CH2:2][S:21][C:15]4[CH:20]=[CH:19][CH:18]=[CH:17][CH:16]=4)[CH:4]=[CH:5][N:6]3[N:7]=[CH:8][N:9]=2)[CH:35]=[CH:36][C:37]=1[O:38][CH2:39][C:40]1[CH:45]=[CH:44][CH:43]=[C:42]([F:46])[CH:41]=1. The yield is 0.500. (9) The reactants are [CH3:1][N:2]1[CH:6]=[CH:5][C:4]([C:7](=[CH2:18])[C:8]([O:10]CC2C=CC=CC=2)=[O:9])=[N:3]1. The product is [CH3:1][N:2]1[CH:6]=[CH:5][C:4]([CH:7]([CH3:18])[C:8]([OH:10])=[O:9])=[N:3]1. The catalyst is [Pd].CO. The yield is 0.760.